Dataset: Forward reaction prediction with 1.9M reactions from USPTO patents (1976-2016). Task: Predict the product of the given reaction. (1) Given the reactants Br[C:2]1[CH:7]=[CH:6][C:5]([CH3:8])=[CH:4][N:3]=1.C([Sn](CCCC)(CCCC)[C:14]1[N:18]2[CH:19]=[CH:20][C:21]([C:23]([F:26])([F:25])[F:24])=[N:22][C:17]2=[N:16][CH:15]=1)CCC, predict the reaction product. The product is: [CH3:8][C:5]1[CH:6]=[CH:7][C:2]([C:14]2[N:18]3[CH:19]=[CH:20][C:21]([C:23]([F:24])([F:25])[F:26])=[N:22][C:17]3=[N:16][CH:15]=2)=[N:3][CH:4]=1. (2) Given the reactants [CH3:1][S:2]([CH2:5][C:6]1[CH:11]=[C:10]([N:12]2[CH2:17][CH2:16][O:15][CH2:14][CH2:13]2)[N:9]=[C:8]([C:18]2[CH:23]=[CH:22][C:21]([NH:24][C:25](=[O:33])OC3C=CC=CC=3)=[CH:20][CH:19]=2)[N:7]=1)(=[O:4])=[O:3].C(N(CC)CC)C.[CH3:41][NH:42][CH2:43][CH2:44][OH:45], predict the reaction product. The product is: [OH:45][CH2:44][CH2:43][N:42]([CH3:41])[C:25]([NH:24][C:21]1[CH:20]=[CH:19][C:18]([C:8]2[N:7]=[C:6]([CH2:5][S:2]([CH3:1])(=[O:4])=[O:3])[CH:11]=[C:10]([N:12]3[CH2:17][CH2:16][O:15][CH2:14][CH2:13]3)[N:9]=2)=[CH:23][CH:22]=1)=[O:33]. (3) Given the reactants [Br:1][C:2]1[C:3]([F:13])=[CH:4][C:5](F)=[C:6]([C:8](=[N:10][NH2:11])[CH3:9])[CH:7]=1, predict the reaction product. The product is: [Br:1][C:2]1[CH:7]=[C:6]2[C:5](=[CH:4][C:3]=1[F:13])[NH:11][N:10]=[C:8]2[CH3:9]. (4) Given the reactants [CH:1]1([CH2:7][C@H:8]([N:12]2[CH2:16][C:15]([O:17][C:18]3[CH:23]=[C:22]([Cl:24])[CH:21]=[CH:20][C:19]=3[Cl:25])=[CH:14][C:13]2=[O:26])[C:9](O)=[O:10])[CH2:6][CH2:5][CH2:4][CH2:3][CH2:2]1.Cl.[CH3:28]N(C)CCCN=C=NCC.C(N(CC)C(C)C)(C)C.ON1C2C=CC=CC=2N=N1.Cl.[OH:59][C@@H:60]([CH2:90]O)[CH2:61][N:62]1[CH:66]=[CH:65][C:64]([NH:67]C(=O)[C@@H](N2CC(OC3C=CC=C(Cl)C=3Cl)=CC2=O)CC(C)C)=[N:63]1, predict the reaction product. The product is: [CH:1]1([CH2:7][C@H:8]([N:12]2[CH2:16][C:15]([O:17][C:18]3[CH:23]=[C:22]([Cl:24])[CH:21]=[CH:20][C:19]=3[Cl:25])=[CH:14][C:13]2=[O:26])[C:9]([NH:67][C:64]2[CH:65]=[CH:66][N:62]([CH2:61][C:60]([OH:59])([CH3:90])[CH3:28])[N:63]=2)=[O:10])[CH2:6][CH2:5][CH2:4][CH2:3][CH2:2]1. (5) Given the reactants C(OC([NH:8][C@H:9]1[CH2:14][CH2:13][C@H:12]([NH:15][C:16]2[CH:25]=[CH:24][CH:23]=[C:22]3[C:17]=2[CH:18]=[CH:19][N:20]=[CH:21]3)[CH2:11][CH2:10]1)=O)(C)(C)C.[ClH:26].CO, predict the reaction product. The product is: [ClH:26].[CH:21]1[C:22]2[C:17](=[C:16]([NH:15][C@H:12]3[CH2:11][CH2:10][C@H:9]([NH2:8])[CH2:14][CH2:13]3)[CH:25]=[CH:24][CH:23]=2)[CH:18]=[CH:19][N:20]=1.